From a dataset of Forward reaction prediction with 1.9M reactions from USPTO patents (1976-2016). Predict the product of the given reaction. (1) Given the reactants C([N:3](CC)CC)C.C1(C(N)(C)C)C=CC=CC=1.[CH2:18]([NH:20][C:21](=[O:47])[NH:22][C:23]1[N:28]=[CH:27][C:26]([C:29]2[CH:30]=[N:31][CH:32]=[C:33]([C:35]([OH:37])=O)[CH:34]=2)=[C:25]([C:38]2[S:39][CH:40]=[C:41]([C:43]([F:46])([F:45])[F:44])[N:42]=2)[CH:24]=1)[CH3:19].CN(C(ON1N=NC2C=CC=NC1=2)=[N+](C)C)C.F[P-](F)(F)(F)(F)F, predict the reaction product. The product is: [CH2:18]([NH:20][C:21](=[O:47])[NH:22][C:23]1[N:28]=[CH:27][C:26]([C:29]2[CH:30]=[N:31][CH:32]=[C:33]([C:35]([NH2:3])=[O:37])[CH:34]=2)=[C:25]([C:38]2[S:39][CH:40]=[C:41]([C:43]([F:45])([F:44])[F:46])[N:42]=2)[CH:24]=1)[CH3:19]. (2) Given the reactants [N:1]1([C:7]2[CH:8]=[CH:9][C:10]3[N:11]([C:13]([C:16]([F:19])([F:18])[F:17])=[N:14][N:15]=3)[N:12]=2)[CH2:6][CH2:5][NH:4][CH2:3][CH2:2]1.[O:20]([C:27]1[N:32]=[CH:31][C:30]([CH:33]=O)=[CH:29][CH:28]=1)[C:21]1[CH:26]=[CH:25][CH:24]=[CH:23][CH:22]=1, predict the reaction product. The product is: [O:20]([C:27]1[N:32]=[CH:31][C:30]([CH2:33][N:4]2[CH2:3][CH2:2][N:1]([C:7]3[CH:8]=[CH:9][C:10]4[N:11]([C:13]([C:16]([F:17])([F:18])[F:19])=[N:14][N:15]=4)[N:12]=3)[CH2:6][CH2:5]2)=[CH:29][CH:28]=1)[C:21]1[CH:22]=[CH:23][CH:24]=[CH:25][CH:26]=1.